Dataset: Forward reaction prediction with 1.9M reactions from USPTO patents (1976-2016). Task: Predict the product of the given reaction. (1) Given the reactants [CH3:1][CH:2]([CH3:5])[C:3]#[CH:4].[Li]CCCC.[C:11]([C:15](OCC)=O)([F:14])([F:13])[F:12].B(F)(F)F.O(CC)CC.[NH2:29][NH2:30], predict the reaction product. The product is: [CH:2]([C:3]1[NH:30][N:29]=[C:15]([C:11]([F:14])([F:13])[F:12])[CH:4]=1)([CH3:5])[CH3:1]. (2) Given the reactants [OH:1][CH2:2][CH2:3][N:4]1[CH2:9][CH2:8][NH:7][CH2:6][CH2:5]1.C[Si]([N:14]=[C:15]=[O:16])(C)C, predict the reaction product. The product is: [OH:1][CH2:2][CH2:3][N:4]1[CH2:9][CH2:8][N:7]([C:15]([NH2:14])=[O:16])[CH2:6][CH2:5]1. (3) Given the reactants [BH4-].[Na+].[F:3][C:4]([F:28])([F:27])[C:5]1[CH:6]=[C:7]([C:15](=[O:26])[C:16]2[CH:21]=[CH:20][C:19]([N+:22]([O-:24])=[O:23])=[C:18]([CH3:25])[CH:17]=2)[CH:8]=[C:9]([C:11]([F:14])([F:13])[F:12])[CH:10]=1, predict the reaction product. The product is: [F:3][C:4]([F:27])([F:28])[C:5]1[CH:6]=[C:7]([CH:15]([C:16]2[CH:21]=[CH:20][C:19]([N+:22]([O-:24])=[O:23])=[C:18]([CH3:25])[CH:17]=2)[OH:26])[CH:8]=[C:9]([C:11]([F:13])([F:12])[F:14])[CH:10]=1. (4) Given the reactants [C:1]([NH:4][C:5]1[CH:6]=[CH:7][C:8](Br)=[C:9]([CH:13]=1)[C:10]([OH:12])=[O:11])(=[O:3])[CH3:2].BrC1C=CC=CC=1C(O)=O.[SH:25][C:26]1[CH:34]=[CH:33][CH:32]=[CH:31][C:27]=1[C:28]([OH:30])=[O:29], predict the reaction product. The product is: [C:1]([NH:4][C:5]1[CH:6]=[CH:7][C:8]([S:25][C:26]2[CH:34]=[CH:33][CH:32]=[CH:31][C:27]=2[C:28]([OH:30])=[O:29])=[C:9]([CH:13]=1)[C:10]([OH:12])=[O:11])(=[O:3])[CH3:2]. (5) Given the reactants CC1CCCN(C)C1(C)C.[Li]CCCC.[Li]N1C(C)(C)CCCC1(C)C.[Br:27][C:28]1[CH:29]=[CH:30][C:31]2[S:35][C:34]([CH3:36])=[N:33][C:32]=2[CH:37]=1.[CH2:38]=[O:39], predict the reaction product. The product is: [Br:27][C:28]1[CH:29]=[CH:30][C:31]2[S:35][C:34]([CH2:36][CH2:38][OH:39])=[N:33][C:32]=2[CH:37]=1. (6) Given the reactants [F:1][C:2]1[CH:7]=[C:6]([F:8])[CH:5]=[CH:4][C:3]=1[C@@H:9]([NH2:11])[CH3:10].C([O:16][C:17]([C:19]1[CH:24]=[CH:23][CH:22]=[CH:21][C:20]=1[C:25]1[CH:30]=[CH:29][C:28]([CH2:31][N:32]2[C:40]3[C:35](=[CH:36][C:37]([C:41](O)=[O:42])=[CH:38][CH:39]=3)[C:34]([CH3:44])=[C:33]2[CH3:45])=[CH:27][CH:26]=1)=[O:18])(C)(C)C, predict the reaction product. The product is: [F:1][C:2]1[CH:7]=[C:6]([F:8])[CH:5]=[CH:4][C:3]=1[C@@H:9]([NH:11][C:41]([C:37]1[CH:36]=[C:35]2[C:40](=[CH:39][CH:38]=1)[N:32]([CH2:31][C:28]1[CH:27]=[CH:26][C:25]([C:20]3[C:19]([C:17]([OH:18])=[O:16])=[CH:24][CH:23]=[CH:22][CH:21]=3)=[CH:30][CH:29]=1)[C:33]([CH3:45])=[C:34]2[CH3:44])=[O:42])[CH3:10].